Dataset: Peptide-MHC class II binding affinity with 134,281 pairs from IEDB. Task: Regression. Given a peptide amino acid sequence and an MHC pseudo amino acid sequence, predict their binding affinity value. This is MHC class II binding data. The peptide sequence is MCCSKILDLCYQLSM. The binding affinity (normalized) is 0.606. The MHC is DRB1_0101 with pseudo-sequence DRB1_0101.